From a dataset of Full USPTO retrosynthesis dataset with 1.9M reactions from patents (1976-2016). Predict the reactants needed to synthesize the given product. (1) Given the product [F:8][C:4]1[CH:5]=[CH:6][CH:7]=[C:2]([B:14]2[O:18][C:17]([CH3:20])([CH3:19])[C:16]([CH3:22])([CH3:21])[O:15]2)[N:3]=1, predict the reactants needed to synthesize it. The reactants are: Br[C:2]1[CH:7]=[CH:6][CH:5]=[C:4]([F:8])[N:3]=1.C([O-])(=O)C.[K+].[B:14]1([B:14]2[O:18][C:17]([CH3:20])([CH3:19])[C:16]([CH3:22])([CH3:21])[O:15]2)[O:18][C:17]([CH3:20])([CH3:19])[C:16]([CH3:22])([CH3:21])[O:15]1. (2) Given the product [Br:14][C:5]1[C:4]([C:3]([OH:2])=[O:15])=[CH:9][C:8]2[NH:10][C:27](=[O:26])[CH2:28][S:17][C:7]=2[CH:6]=1, predict the reactants needed to synthesize it. The reactants are: C[O:2][C:3](=[O:15])[C:4]1[CH:9]=[C:8]([N+:10]([O-])=O)[C:7](F)=[CH:6][C:5]=1[Br:14].O[S:17](O)(=O)=O.[N+]([O-])(O)=O.C[O:26][C:27](=O)[C:28]1C=CC(F)=CC=1Br.[OH-].[Na+]. (3) Given the product [F:1][C:2]1[CH:3]=[C:4]([C:9]2([OH:14])[CH2:13][CH2:12][N:11]([CH2:27][CH2:28][O:18][CH3:15])[CH2:10]2)[CH:5]=[C:6]([F:8])[CH:7]=1, predict the reactants needed to synthesize it. The reactants are: [F:1][C:2]1[CH:3]=[C:4]([C:9]2([OH:14])[CH2:13][CH2:12][NH:11][CH2:10]2)[CH:5]=[C:6]([F:8])[CH:7]=1.[C:15](=[O:18])([O-])[O-].[K+].[K+].C(=O)([O-])[O-].[Na+].[Na+].[C:27](#N)[CH3:28]. (4) Given the product [CH2:1]([N:8]1[C:12]([C:13]#[C:14][C:15]([OH:28])([C:16]2[CH:17]=[CH:18][CH:19]=[CH:20][CH:21]=2)[C:22]2[CH:27]=[CH:26][CH:25]=[CH:24][CH:23]=2)=[C:11]([CH:29]=[O:30])[CH:10]=[C:9]1[C:31]([OH:33])=[O:32])[C:2]1[CH:3]=[CH:4][CH:5]=[CH:6][CH:7]=1, predict the reactants needed to synthesize it. The reactants are: [CH2:1]([N:8]1[C:12]([C:13]#[C:14][C:15]([OH:28])([C:22]2[CH:27]=[CH:26][CH:25]=[CH:24][CH:23]=2)[C:16]2[CH:21]=[CH:20][CH:19]=[CH:18][CH:17]=2)=[C:11]([CH:29]=[O:30])[CH:10]=[C:9]1[C:31]([O:33]C)=[O:32])[C:2]1[CH:7]=[CH:6][CH:5]=[CH:4][CH:3]=1.[OH-].[K+].Cl. (5) Given the product [NH2:5][C@H:4]([C:3]([OH:14])=[O:2])[CH2:6][C:7]1[CH:8]=[CH:9][C:10]([OH:13])=[CH:11][CH:12]=1, predict the reactants needed to synthesize it. The reactants are: C[O:2][C:3](=[O:14])[C@H:4]([CH2:6][C:7]1[CH:12]=[CH:11][C:10]([OH:13])=[CH:9][CH:8]=1)[NH2:5].CON(C1C=CC=CC=1)[C@H](C(O)=O)C.N[C@H](C(O)=O)C.[I-].[Na+]. (6) Given the product [C:1]([C:3]1[CH:4]=[C:5]([CH:10]=[CH:11][C:12]=1[O:13][S:16]([C:15]([F:34])([F:33])[F:14])(=[O:18])=[O:17])[C:6]([O:8][CH3:9])=[O:7])#[N:2], predict the reactants needed to synthesize it. The reactants are: [C:1]([C:3]1[CH:4]=[C:5]([CH:10]=[CH:11][C:12]=1[OH:13])[C:6]([O:8][CH3:9])=[O:7])#[N:2].[F:14][C:15]([F:34])([F:33])[S:16](N(C1C=CC=CC=1)[S:16]([C:15]([F:34])([F:33])[F:14])(=[O:18])=[O:17])(=[O:18])=[O:17].CCN(C(C)C)C(C)C. (7) The reactants are: COC1C=CC(C[N:8](CC2C=CC(OC)=CC=2)[C:9]2[N:14]=[CH:13][C:12]([C:15]3[C:16]4[CH2:29][CH2:28][NH:27][C:17]=4[N:18]=[C:19]([N:21]4[CH2:26][CH2:25][O:24][CH2:23][CH2:22]4)[N:20]=3)=[CH:11][N:10]=2)=CC=1.[NH2:41][C:42]1[CH:47]=[CH:46][C:45]([C:48]([N:50]2[CH2:55][CH2:54][N:53]([CH2:56][CH3:57])[CH2:52][CH2:51]2)=[O:49])=[CH:44][CH:43]=1.C(N1CCN(C2C=C(F)C(N)=C(F)C=2)CC1)C.[C:75](Cl)(Cl)=[S:76]. Given the product [CH2:56]([N:53]1[CH2:52][CH2:51][N:50]([C:48]([C:45]2[CH:44]=[CH:43][C:42]([NH:41][C:75]([N:27]3[C:17]4[N:18]=[C:19]([N:21]5[CH2:26][CH2:25][O:24][CH2:23][CH2:22]5)[N:20]=[C:15]([C:12]5[CH:11]=[N:10][C:9]([NH2:8])=[N:14][CH:13]=5)[C:16]=4[CH2:29][CH2:28]3)=[S:76])=[CH:47][CH:46]=2)=[O:49])[CH2:55][CH2:54]1)[CH3:57], predict the reactants needed to synthesize it. (8) Given the product [S:35]1[CH:36]=[C:32]([C:2]2[N:7]3[N:8]=[CH:9][N:10]=[C:6]3[C:5]([NH:11][C:12]3[CH:17]=[CH:16][C:15]([N:18]4[CH2:23][CH2:22][O:21][CH2:20][CH2:19]4)=[CH:14][CH:13]=3)=[N:4][CH:3]=2)[C:33]2[CH:40]=[CH:39][CH:38]=[CH:37][C:34]1=2, predict the reactants needed to synthesize it. The reactants are: Br[C:2]1[N:7]2[N:8]=[CH:9][N:10]=[C:6]2[C:5]([NH:11][C:12]2[CH:17]=[CH:16][C:15]([N:18]3[CH2:23][CH2:22][O:21][CH2:20][CH2:19]3)=[CH:14][CH:13]=2)=[N:4][CH:3]=1.CC1(C)C(C)(C)OB([C:32]2[C:33]3[CH:40]=[CH:39][CH:38]=[CH:37][C:34]=3[S:35][CH:36]=2)O1. (9) Given the product [CH2:1]([O:8][C:9]([N:11]1[CH2:16][CH2:15][CH2:14][C:13]([NH:23][C:28](=[O:29])[C:27]2[C:31]([C:39]([F:41])([F:42])[F:40])=[CH:32][C:33]([C:35]([F:36])([F:37])[F:38])=[CH:34][C:26]=2[O:25][CH3:24])([C:17]2[CH:22]=[CH:21][CH:20]=[CH:19][CH:18]=2)[CH2:12]1)=[O:10])[C:2]1[CH:7]=[CH:6][CH:5]=[CH:4][CH:3]=1, predict the reactants needed to synthesize it. The reactants are: [CH2:1]([O:8][C:9]([N:11]1[CH2:16][CH2:15][CH2:14][C:13]([NH2:23])([C:17]2[CH:22]=[CH:21][CH:20]=[CH:19][CH:18]=2)[CH2:12]1)=[O:10])[C:2]1[CH:7]=[CH:6][CH:5]=[CH:4][CH:3]=1.[CH3:24][O:25][C:26]1[CH:34]=[C:33]([C:35]([F:38])([F:37])[F:36])[CH:32]=[C:31]([C:39]([F:42])([F:41])[F:40])[C:27]=1[C:28](Cl)=[O:29]. (10) Given the product [CH3:1][N:2]1[C:10]2[C:5](=[CH:6][CH:7]=[CH:8][CH:9]=2)[CH:4]=[C:3]1[S:16]([NH2:20])(=[O:18])=[O:17], predict the reactants needed to synthesize it. The reactants are: [CH3:1][N:2]1[C:10]2[C:5](=[CH:6][CH:7]=[CH:8][CH:9]=2)[CH:4]=[CH:3]1.[Li]CCCC.[S:16](=[O:18])=[O:17].Cl[N:20]1C(=O)CCC1=O.N.